Regression. Given two drug SMILES strings and cell line genomic features, predict the synergy score measuring deviation from expected non-interaction effect. From a dataset of NCI-60 drug combinations with 297,098 pairs across 59 cell lines. (1) Cell line: UO-31. Synergy scores: CSS=11.2, Synergy_ZIP=-3.58, Synergy_Bliss=1.74, Synergy_Loewe=-34.7, Synergy_HSA=3.39. Drug 1: CC1C(C(CC(O1)OC2CC(CC3=C2C(=C4C(=C3O)C(=O)C5=C(C4=O)C(=CC=C5)OC)O)(C(=O)C)O)N)O.Cl. Drug 2: C1CN(P(=O)(OC1)NCCCl)CCCl. (2) Drug 1: CC1C(C(=O)NC(C(=O)N2CCCC2C(=O)N(CC(=O)N(C(C(=O)O1)C(C)C)C)C)C(C)C)NC(=O)C3=C4C(=C(C=C3)C)OC5=C(C(=O)C(=C(C5=N4)C(=O)NC6C(OC(=O)C(N(C(=O)CN(C(=O)C7CCCN7C(=O)C(NC6=O)C(C)C)C)C)C(C)C)C)N)C. Drug 2: CCC1(CC2CC(C3=C(CCN(C2)C1)C4=CC=CC=C4N3)(C5=C(C=C6C(=C5)C78CCN9C7C(C=CC9)(C(C(C8N6C)(C(=O)OC)O)OC(=O)C)CC)OC)C(=O)OC)O.OS(=O)(=O)O. Cell line: SNB-75. Synergy scores: CSS=-0.243, Synergy_ZIP=1.30, Synergy_Bliss=2.26, Synergy_Loewe=0.281, Synergy_HSA=-0.885. (3) Drug 1: CNC(=O)C1=CC=CC=C1SC2=CC3=C(C=C2)C(=NN3)C=CC4=CC=CC=N4. Drug 2: C1CNP(=O)(OC1)N(CCCl)CCCl. Cell line: HCT-15. Synergy scores: CSS=1.34, Synergy_ZIP=1.58, Synergy_Bliss=-0.200, Synergy_Loewe=-2.13, Synergy_HSA=-2.48. (4) Drug 1: C1C(C(OC1N2C=NC3=C(N=C(N=C32)Cl)N)CO)O. Drug 2: CN1C2=C(C=C(C=C2)N(CCCl)CCCl)N=C1CCCC(=O)O.Cl. Cell line: NCI-H322M. Synergy scores: CSS=-2.52, Synergy_ZIP=0.0408, Synergy_Bliss=-1.11, Synergy_Loewe=-1.24, Synergy_HSA=-2.36. (5) Drug 1: C1=CC(=CC=C1CCC2=CNC3=C2C(=O)NC(=N3)N)C(=O)NC(CCC(=O)O)C(=O)O. Drug 2: C1=CC=C(C(=C1)C(C2=CC=C(C=C2)Cl)C(Cl)Cl)Cl. Cell line: HCC-2998. Synergy scores: CSS=35.9, Synergy_ZIP=5.54, Synergy_Bliss=5.38, Synergy_Loewe=-6.18, Synergy_HSA=5.50. (6) Drug 1: CC=C1C(=O)NC(C(=O)OC2CC(=O)NC(C(=O)NC(CSSCCC=C2)C(=O)N1)C(C)C)C(C)C. Drug 2: C1=CC=C(C(=C1)C(C2=CC=C(C=C2)Cl)C(Cl)Cl)Cl. Cell line: LOX IMVI. Synergy scores: CSS=71.2, Synergy_ZIP=1.45, Synergy_Bliss=3.84, Synergy_Loewe=-56.8, Synergy_HSA=2.59. (7) Drug 2: C1=NC(=NC(=O)N1C2C(C(C(O2)CO)O)O)N. Drug 1: CC1=CC=C(C=C1)C2=CC(=NN2C3=CC=C(C=C3)S(=O)(=O)N)C(F)(F)F. Cell line: SN12C. Synergy scores: CSS=19.8, Synergy_ZIP=5.43, Synergy_Bliss=8.21, Synergy_Loewe=1.63, Synergy_HSA=5.42. (8) Synergy scores: CSS=47.9, Synergy_ZIP=5.89, Synergy_Bliss=7.24, Synergy_Loewe=-11.2, Synergy_HSA=5.82. Drug 1: C(=O)(N)NO. Drug 2: CCCCC(=O)OCC(=O)C1(CC(C2=C(C1)C(=C3C(=C2O)C(=O)C4=C(C3=O)C=CC=C4OC)O)OC5CC(C(C(O5)C)O)NC(=O)C(F)(F)F)O. Cell line: HS 578T. (9) Drug 1: CC1=C(C=C(C=C1)C(=O)NC2=CC(=CC(=C2)C(F)(F)F)N3C=C(N=C3)C)NC4=NC=CC(=N4)C5=CN=CC=C5. Drug 2: C1=CN(C=N1)CC(O)(P(=O)(O)O)P(=O)(O)O. Cell line: HT29. Synergy scores: CSS=3.03, Synergy_ZIP=-1.48, Synergy_Bliss=-1.45, Synergy_Loewe=-3.26, Synergy_HSA=-2.33.